From a dataset of Forward reaction prediction with 1.9M reactions from USPTO patents (1976-2016). Predict the product of the given reaction. (1) Given the reactants [CH3:1][C:2]1[CH:7]=[C:6]([CH3:8])[NH:5][C:4](=[O:9])[C:3]=1[CH2:10][NH:11][C:12]([C:14]1[C:15]2[CH:28]=[N:27][N:26]([CH:29]([CH3:31])[CH3:30])[C:16]=2[N:17]=[C:18]([C:20]2[CH2:21][CH2:22][NH:23][CH2:24][CH:25]=2)[CH:19]=1)=[O:13].CCN(CC)CC.[NH:39]1[CH2:43][CH2:42][CH:41]([C:44](O)=[O:45])[CH2:40]1.C1CN([P+](ON2N=NC3C=CC=CC2=3)(N2CCCC2)N2CCCC2)CC1.F[P-](F)(F)(F)(F)F, predict the reaction product. The product is: [CH3:1][C:2]1[CH:7]=[C:6]([CH3:8])[NH:5][C:4](=[O:9])[C:3]=1[CH2:10][NH:11][C:12]([C:14]1[C:15]2[CH:28]=[N:27][N:26]([CH:29]([CH3:31])[CH3:30])[C:16]=2[N:17]=[C:18]([C:20]2[CH2:21][CH2:22][N:23]([C:44]([CH:41]3[CH2:42][CH2:43][NH:39][CH2:40]3)=[O:45])[CH2:24][CH:25]=2)[CH:19]=1)=[O:13]. (2) The product is: [CH2:1]([N:3]1[CH:7]=[C:6]([C:8]2[CH:9]=[C:10]([NH:11][C:29]([NH:28][C:23]3[CH:24]=[CH:25][CH:26]=[CH:27][C:22]=3[F:21])=[O:30])[CH:12]=[CH:13][CH:14]=2)[C:5]([C:15]2[CH:16]=[CH:17][N:18]=[CH:19][CH:20]=2)=[N:4]1)[CH3:2]. Given the reactants [CH2:1]([N:3]1[CH:7]=[C:6]([C:8]2[CH:9]=[C:10]([CH:12]=[CH:13][CH:14]=2)[NH2:11])[C:5]([C:15]2[CH:20]=[CH:19][N:18]=[CH:17][CH:16]=2)=[N:4]1)[CH3:2].[F:21][C:22]1[CH:27]=[CH:26][CH:25]=[CH:24][C:23]=1[N:28]=[C:29]=[O:30], predict the reaction product.